From a dataset of Forward reaction prediction with 1.9M reactions from USPTO patents (1976-2016). Predict the product of the given reaction. (1) Given the reactants CC(OI1(OC(C)=O)(OC(C)=O)OC(=O)C2C=CC=CC1=2)=O.[Br:23][C:24]1[CH:25]=[CH:26][C:27]2[C:28]3[S:36][C:35]([CH2:37][OH:38])=[N:34][C:29]=3[CH:30]=[N:31][C:32]=2[CH:33]=1, predict the reaction product. The product is: [Br:23][C:24]1[CH:25]=[CH:26][C:27]2[C:28]3[S:36][C:35]([CH:37]=[O:38])=[N:34][C:29]=3[CH:30]=[N:31][C:32]=2[CH:33]=1. (2) The product is: [N:1]1([C:11]2[CH:19]=[CH:18][CH:17]=[CH:16][C:12]=2[C:13]([OH:15])=[O:14])[C:9]2[C:4](=[CH:5][CH:6]=[CH:7][CH:8]=2)[CH2:3][CH2:2]1. Given the reactants [NH:1]1[C:9]2[C:4](=[CH:5][CH:6]=[CH:7][CH:8]=2)[CH2:3][CH2:2]1.F[C:11]1[CH:19]=[CH:18][CH:17]=[CH:16][C:12]=1[C:13]([OH:15])=[O:14].[NH2-].[Li+], predict the reaction product.